This data is from Experimentally validated miRNA-target interactions with 360,000+ pairs, plus equal number of negative samples. The task is: Binary Classification. Given a miRNA mature sequence and a target amino acid sequence, predict their likelihood of interaction. (1) The miRNA is mmu-miR-339-5p with sequence UCCCUGUCCUCCAGGAGCUCACG. The protein sequence of the target gene is MASQPPPPPKPWESRRIPGAGPGPGSGPGPTYQSADLGPTLLTRPGQPTLTRVPPPILPRPSQQTGSNNVNTFRPAYSSFSSGYGAYGNSFYGSYSPYSYGYNGLGFNRLRVDDLPPSRFVQQAEESSRGAFQSIESIVHAFASVSMMMDATFSAVYNSFRAVLDVANHFSRLKIHFTKVFSAFALVRTIRYLYRRLQWMMGLRRGSENEDLWAESEGTVACLSAEDQATNSAKSWPIFLFFAVILGGPYLIWKLLSTHNDEVTDNTNWASGEDDHVVARAEYDFVAVSDEEISFRAGDM.... Result: 1 (interaction). (2) The miRNA is hsa-miR-662 with sequence UCCCACGUUGUGGCCCAGCAG. The protein sequence of the target gene is MGENDPPAVEAPFSFRSLFGLDDLKISPVAPDADAVAAQILSLLPLKFFPIIVIGIIALILALAIGLGIHFDCSGKYRCRSSFKCIELIARCDGVSDCKDGEDEYRCVRVGGQNAVLQVFTAASWKTMCSDDWKGHYANVACAQLGFPSYVSSDNLRVSSLEGQFREEFVSIDHLLPDDKVTALHHSVYVREGCASGHVVTLQCTACGHRRGYSSRIVGGNMSLLSQWPWQASLQFQGYHLCGGSVITPLWIITAAHCVYDLYLPKSWTIQVGLVSLLDNPAPSHLVEKIVYHSKYKPKR.... Result: 0 (no interaction). (3) Result: 0 (no interaction). The miRNA is hsa-miR-5003-3p with sequence UACUUUUCUAGGUUGUUGGGG. The protein sequence of the target gene is MASTITGSQDCIVNHRGEVDGEPELDISPCQQWGEASSPISRNRDSVMTLQSGCFENIESETYLPLKVSSQIDTQDSSVKFCKNEPQDHQESRRLFVMEESTERKVIKGESCSENLQVKLVSDGQELASPLLNGEATCQNGQLKESLDPIDCNCKDIHGWKSQVVSCSQQRAHTEEKPCDHNNCGKILNTSPDGHPYEKIHTAEKQYECSQCGKNFSQSSELLLHQRDHTEEKPYKCEQCGKGFTRSSSLLIHQAVHTDEKPYKCDKCGKGFTRSSSLLIHHAVHTGEKPYKCDKCGKGF.... (4) The miRNA is hsa-miR-615-5p with sequence GGGGGUCCCCGGUGCUCGGAUC. The protein sequence of the target gene is MADVVVGKDKGGEQRLISLPLSRIRVIMKSSPEVSSINQEALVLTAKATELFVQCLATYSYRHGSGKEKKVLTYSDLANTAQQSETFQFLADILPKKILASKYLKMLKEEKREEDEENDNDNESDHDEADS. Result: 0 (no interaction).